From a dataset of NCI-60 drug combinations with 297,098 pairs across 59 cell lines. Regression. Given two drug SMILES strings and cell line genomic features, predict the synergy score measuring deviation from expected non-interaction effect. Synergy scores: CSS=13.4, Synergy_ZIP=-3.41, Synergy_Bliss=1.83, Synergy_Loewe=0.256, Synergy_HSA=3.77. Drug 1: C1CC(=O)NC(=O)C1N2CC3=C(C2=O)C=CC=C3N. Cell line: MCF7. Drug 2: CC(CN1CC(=O)NC(=O)C1)N2CC(=O)NC(=O)C2.